Dataset: Catalyst prediction with 721,799 reactions and 888 catalyst types from USPTO. Task: Predict which catalyst facilitates the given reaction. (1) Reactant: [CH2:1]1[CH2:7][S:4](=[O:6])(=[O:5])[O:3][CH2:2]1.[CH:8]1([NH2:11])[CH2:10][CH2:9]1. Product: [CH:8]1([NH:11][CH2:2][CH2:1][CH2:7][S:4]([OH:3])(=[O:6])=[O:5])[CH2:10][CH2:9]1. The catalyst class is: 1. (2) Reactant: C(OC([NH:8][C:9]1([CH3:48])[CH2:15][CH2:14][N:13]([C:16]2[N:20]([CH3:21])[N:19]=[CH:18][C:17]=2[NH:22][C:23]([C:25]2[N:26]=[C:27]([C:38]3[C:43]([F:44])=[CH:42][CH:41]=[CH:40][C:39]=3[F:45])[S:28][C:29]=2[NH:30]C(=O)OC(C)(C)C)=[O:24])[CH2:12][C:11]([F:47])([F:46])[CH2:10]1)=O)(C)(C)C.Cl.O1CCOCC1. Product: [NH2:30][C:29]1[S:28][C:27]([C:38]2[C:39]([F:45])=[CH:40][CH:41]=[CH:42][C:43]=2[F:44])=[N:26][C:25]=1[C:23]([NH:22][C:17]1[CH:18]=[N:19][N:20]([CH3:21])[C:16]=1[N:13]1[CH2:14][CH2:15][C:9]([NH2:8])([CH3:48])[CH2:10][C:11]([F:46])([F:47])[CH2:12]1)=[O:24]. The catalyst class is: 5. (3) Reactant: [CH2:1]([O:3][C:4]1[CH:5]=[C:6]([C:13]([O:21]C)(OC)[CH2:14][CH2:15][C:16]([O-:18])=O)[CH:7]=[CH:8][C:9]=1[O:10][CH2:11][CH3:12])[CH3:2].[K+].ClC1C=C(Cl)C=C(Cl)C=1C(Cl)=O.[Cl:36][C:37]1[CH:42]=[C:41]([C:43]2[CH:48]=[CH:47][CH:46]=[CH:45][CH:44]=2)[N:40]=[C:39]([NH2:49])[CH:38]=1.Cl. Product: [Cl:36][C:37]1[CH:42]=[C:41]([C:43]2[CH:48]=[CH:47][CH:46]=[CH:45][CH:44]=2)[N:40]=[C:39]([NH:49][C:16](=[O:18])[CH2:15][CH2:14][C:13]([C:6]2[CH:7]=[CH:8][C:9]([O:10][CH2:11][CH3:12])=[C:4]([O:3][CH2:1][CH3:2])[CH:5]=2)=[O:21])[CH:38]=1. The catalyst class is: 531. (4) Reactant: Cl[CH2:2][C:3](=O)[CH3:4].[Br-].[Li+].[Cl:8][C:9]1[CH:14]=[CH:13][N:12]=[C:11]([CH3:15])[CH:10]=1. Product: [Cl:8][C:9]1[CH:14]=[CH:13][N:12]2[C:11]([CH:10]=1)=[CH:15][C:3]([CH3:4])=[CH:2]2. The catalyst class is: 10. (5) Reactant: [CH3:1][C:2]1[CH:3]=[C:4]([C:8]2[N:13]=[C:12]([C:14](OC)=[O:15])[C:11]([N:18]3[CH2:23][CH2:22][O:21][CH2:20][CH2:19]3)=[N:10][CH:9]=2)[CH:5]=[N:6][CH:7]=1.C[Si](C)(C)[O-].[K+].[CH3:30][O:31][C:32]1[C:37]([O:38][CH3:39])=[CH:36][CH:35]=[C:34]([CH2:40][NH2:41])[N:33]=1.C(Cl)CCl.C1C=NC2N(O)N=NC=2C=1.C(N(C(C)C)CC)(C)C. Product: [CH3:39][O:38][C:37]1[CH:36]=[CH:35][C:34]([CH2:40][NH:41][C:14]([C:12]2[C:11]([N:18]3[CH2:23][CH2:22][O:21][CH2:20][CH2:19]3)=[N:10][CH:9]=[C:8]([C:4]3[CH:5]=[N:6][CH:7]=[C:2]([CH3:1])[CH:3]=3)[N:13]=2)=[O:15])=[N:33][C:32]=1[O:31][CH3:30]. The catalyst class is: 118. (6) Reactant: [F:1][C:2]1[CH:3]=[C:4]([CH:21]=[C:22]([F:24])[CH:23]=1)[C:5]([O:7][C:8]12[CH2:14][C:11]([CH2:15][CH2:16][C:17]([O:19]C)=[O:18])([CH2:12][CH2:13]1)[CH2:10][CH2:9]2)=[O:6].[Li+].[I-]. Product: [F:1][C:2]1[CH:3]=[C:4]([CH:21]=[C:22]([F:24])[CH:23]=1)[C:5]([O:7][C:8]12[CH2:14][C:11]([CH2:15][CH2:16][C:17]([OH:19])=[O:18])([CH2:12][CH2:13]1)[CH2:10][CH2:9]2)=[O:6]. The catalyst class is: 17. (7) Reactant: [F:1][C:2]([F:23])([CH:21]=[CH2:22])[CH:3]([C:5]1[S:9][C:8]([C:10]2[CH:11]=[N:12][C:13]([C:16]([F:19])([F:18])[F:17])=[CH:14][CH:15]=2)=[N:7][C:6]=1[CH3:20])[OH:4]. Product: [F:23][C:2]([F:1])([CH2:21][CH3:22])[CH:3]([C:5]1[S:9][C:8]([C:10]2[CH:11]=[N:12][C:13]([C:16]([F:17])([F:18])[F:19])=[CH:14][CH:15]=2)=[N:7][C:6]=1[CH3:20])[OH:4]. The catalyst class is: 78. (8) Reactant: [Br:1][C:2]1[CH:7]=[CH:6][C:5]([F:8])=[C:4]([F:9])[CH:3]=1.C([N-]C(C)C)(C)C.[Li+].CN(C)[CH:20]=[O:21].C(O)(=O)C. Product: [Br:1][C:2]1[C:3]([CH:20]=[O:21])=[C:4]([F:9])[C:5]([F:8])=[CH:6][CH:7]=1. The catalyst class is: 30. (9) Reactant: [F:1][C:2]1[CH:3]=[C:4]([C:8]2[CH:9]=[C:10]3[C:15](=[CH:16][CH:17]=2)[N:14]=[C:13]([C:18]2[CH:19]=[N:20][CH:21]=[CH:22][CH:23]=2)[N:12]=[C:11]3[NH:24][CH2:25][CH2:26][C:27]([OH:29])=O)[CH:5]=[CH:6][CH:7]=1.F[P-](F)(F)(F)(F)F.N1(O[P+](N(C)C)(N(C)C)[N:48]([CH3:50])[CH3:49])C2C=CC=CC=2N=N1.CN([P+](Br)(N(C)C)N(C)C)C.F[P-](F)(F)(F)(F)F.CCN(C(C)C)C(C)C.Cl.CNC. Product: [F:1][C:2]1[CH:3]=[C:4]([C:8]2[CH:9]=[C:10]3[C:15](=[CH:16][CH:17]=2)[N:14]=[C:13]([C:18]2[CH:19]=[N:20][CH:21]=[CH:22][CH:23]=2)[N:12]=[C:11]3[NH:24][CH2:25][CH2:26][C:27]([N:48]([CH3:50])[CH3:49])=[O:29])[CH:5]=[CH:6][CH:7]=1. The catalyst class is: 3. (10) Reactant: [C:1]([C:3]1[CH:4]=[C:5]([C:13]2[O:17][N:16]=[C:15]([C:18]3[CH:34]=[CH:33][C:21]4[CH2:22][CH2:23][N:24]([CH2:27][C:28]([O:30]CC)=[O:29])[CH2:25][CH2:26][C:20]=4[CH:19]=3)[N:14]=2)[CH:6]=[CH:7][C:8]=1[O:9][CH:10]([CH3:12])[CH3:11])#[N:2].[OH-].[Na+]. Product: [C:1]([C:3]1[CH:4]=[C:5]([C:13]2[O:17][N:16]=[C:15]([C:18]3[CH:34]=[CH:33][C:21]4[CH2:22][CH2:23][N:24]([CH2:27][C:28]([OH:30])=[O:29])[CH2:25][CH2:26][C:20]=4[CH:19]=3)[N:14]=2)[CH:6]=[CH:7][C:8]=1[O:9][CH:10]([CH3:12])[CH3:11])#[N:2]. The catalyst class is: 8.